The task is: Regression. Given a peptide amino acid sequence and an MHC pseudo amino acid sequence, predict their binding affinity value. This is MHC class I binding data.. This data is from Peptide-MHC class I binding affinity with 185,985 pairs from IEDB/IMGT. The peptide sequence is YTPGPGIRY. The MHC is HLA-A11:01 with pseudo-sequence HLA-A11:01. The binding affinity (normalized) is 0.